This data is from Full USPTO retrosynthesis dataset with 1.9M reactions from patents (1976-2016). The task is: Predict the reactants needed to synthesize the given product. (1) Given the product [CH3:1][O:2][C:3]([C:4]1[CH2:5][CH2:6][C:7]2([CH2:12][CH2:11][CH2:10][CH:9]=[CH:8]2)[CH2:13][C:14]=1[OH:16])=[O:18], predict the reactants needed to synthesize it. The reactants are: [CH3:1][O:2][C:3](=[O:18])[CH2:4][CH2:5][CH2:6][C:7]1([CH2:13][C:14]([O:16]C)=O)[CH2:12][CH2:11][CH2:10][CH:9]=[CH:8]1.N([Li])(C(C)C)C(C)C.[NH4+].[Cl-]. (2) Given the product [Cl:8][C:5]1[N:4]=[C:3]([NH:9][CH2:10][CH:11]([NH:14][C:15](=[O:24])[O:16][CH2:17][C:18]2[CH:23]=[CH:22][CH:21]=[CH:20][CH:19]=2)[CH2:12][CH3:13])[C:2]([C:30]#[C:29][CH:28]([O:31][CH2:32][CH3:33])[O:27][CH2:25][CH3:26])=[CH:7][N:6]=1, predict the reactants needed to synthesize it. The reactants are: Br[C:2]1[C:3]([NH:9][CH2:10][CH:11]([NH:14][C:15](=[O:24])[O:16][CH2:17][C:18]2[CH:23]=[CH:22][CH:21]=[CH:20][CH:19]=2)[CH2:12][CH3:13])=[N:4][C:5]([Cl:8])=[N:6][CH:7]=1.[CH2:25]([O:27][CH:28]([O:31][CH2:32][CH3:33])[C:29]#[CH:30])[CH3:26].ClC1N=C(NCCNC(=O)OC(C)(C)C)C(C#CC(OCC)OCC)=CN=1. (3) The reactants are: [C:1]([NH:4][C:5]1[CH:21]=[CH:20][C:8]([O:9][CH2:10][CH2:11][C:12]([CH3:19])([CH3:18])[C:13]([O:15][CH2:16][CH3:17])=[O:14])=[CH:7][C:6]=1[NH2:22])(=[O:3])[CH3:2].[Cl:23][C:24]1[CH:29]=[C:28]([Cl:30])[CH:27]=[CH:26][C:25]=1[CH2:31]Cl.C([O-])([O-])=O.[K+].[K+].CN(C=O)C. Given the product [C:1]([NH:4][C:5]1[CH:21]=[CH:20][C:8]([O:9][CH2:10][CH2:11][C:12]([CH3:18])([CH3:19])[C:13]([O:15][CH2:16][CH3:17])=[O:14])=[CH:7][C:6]=1[NH:22][CH2:31][C:25]1[CH:26]=[CH:27][C:28]([Cl:30])=[CH:29][C:24]=1[Cl:23])(=[O:3])[CH3:2], predict the reactants needed to synthesize it. (4) Given the product [OH:22][C:20]([CH3:23])([CH3:21])[CH:18]([N:3]1[C:4]2[C:9](=[CH:8][CH:7]=[CH:6][CH:5]=2)[C:10]([C:11]([O:13][C:14]([CH3:15])([CH3:17])[CH3:16])=[O:12])=[C:2]1[CH3:1])[CH3:19], predict the reactants needed to synthesize it. The reactants are: [CH3:1][C:2]1[N:3]([CH:18]([C:20](=[O:22])[CH3:21])[CH3:19])[C:4]2[C:9]([C:10]=1[C:11]([O:13][C:14]([CH3:17])([CH3:16])[CH3:15])=[O:12])=[CH:8][CH:7]=[CH:6][CH:5]=2.[CH3:23][Li]. (5) Given the product [CH2:23]([N:22]1[CH2:21][CH2:20][O:19][CH:11]([CH2:17][Cl:18])[CH2:12]1)[C:24]1[CH:25]=[CH:26][CH:27]=[CH:28][CH:29]=1, predict the reactants needed to synthesize it. The reactants are: ClC1C=CC=C2C=1CCN2[C:11]([O:19][CH2:20][CH2:21][NH:22][CH2:23][C:24]1[CH:29]=[CH:28][CH:27]=[CH:26][CH:25]=1)([CH2:17][Cl:18])[CH:12](CC=O)O.S(=O)(=O)(O)O.[OH-].[Na+]. (6) Given the product [CH2:5]([C:12]1[CH:13]=[C:14]([CH:18]=[CH:19][CH:20]=1)[C:15]([NH:34][CH2:33][CH2:32][C:26]1[C:25]2[C:29](=[CH:30][CH:31]=[C:23]([Cl:22])[CH:24]=2)[NH:28][CH:27]=1)=[O:17])[C:6]1[CH:7]=[CH:8][CH:9]=[CH:10][CH:11]=1, predict the reactants needed to synthesize it. The reactants are: S(Cl)(Cl)=O.[CH2:5]([C:12]1[CH:13]=[C:14]([CH:18]=[CH:19][CH:20]=1)[C:15]([OH:17])=O)[C:6]1[CH:11]=[CH:10][CH:9]=[CH:8][CH:7]=1.Cl.[Cl:22][C:23]1[CH:24]=[C:25]2[C:29](=[CH:30][CH:31]=1)[NH:28][CH:27]=[C:26]2[CH2:32][CH2:33][NH2:34].C(N(CC)CC)C. (7) Given the product [Cl:1][C:2]1[CH:3]=[CH:4][C:5]([CH2:6][N:7]2[C:15]3[C:14](=[O:16])[N:13]([CH2:34][CH2:35][C:36]([O:38][C:39]([CH3:42])([CH3:41])[CH3:40])=[O:37])[C:12](=[O:17])[N:11]([CH3:18])[C:10]=3[N:9]=[C:8]2[O:19][C:20]2[CH:25]=[CH:24][CH:23]=[C:22]([O:26][C:27]([F:30])([F:28])[F:29])[CH:21]=2)=[CH:31][CH:32]=1, predict the reactants needed to synthesize it. The reactants are: [Cl:1][C:2]1[CH:32]=[CH:31][C:5]([CH2:6][N:7]2[C:15]3[C:14](=[O:16])[NH:13][C:12](=[O:17])[N:11]([CH3:18])[C:10]=3[N:9]=[C:8]2[O:19][C:20]2[CH:25]=[CH:24][CH:23]=[C:22]([O:26][C:27]([F:30])([F:29])[F:28])[CH:21]=2)=[CH:4][CH:3]=1.Br[CH2:34][CH2:35][C:36]([O:38][C:39]([CH3:42])([CH3:41])[CH3:40])=[O:37].C(=O)([O-])[O-].[K+].[K+]. (8) Given the product [C:1]([C:3]1[CH:8]=[CH:7][C:6]([C:9]2[CH:14]=[CH:13][C:12]([O:15][CH2:16][CH2:17][CH2:18][CH2:19][CH2:20][CH2:21][C:22](=[O:27])[C:23]([NH:29][CH3:28])=[O:24])=[CH:11][CH:10]=2)=[CH:5][CH:4]=1)#[N:2], predict the reactants needed to synthesize it. The reactants are: [C:1]([C:3]1[CH:8]=[CH:7][C:6]([C:9]2[CH:14]=[CH:13][C:12]([O:15][CH2:16][CH2:17][CH2:18][CH2:19][CH2:20][CH2:21][C:22](=[O:27])[C:23](OC)=[O:24])=[CH:11][CH:10]=2)=[CH:5][CH:4]=1)#[N:2].[CH3:28][NH2:29].Cl. (9) Given the product [CH2:46]([O:45][C:43]([CH2:42][CH2:41][C:27]1[C:28]([O:32][CH2:33][CH2:34][CH2:35][C:36]([O:38][CH2:39][CH3:40])=[O:37])=[CH:29][CH:30]=[CH:31][C:26]=1[CH2:25][CH2:24][CH2:23][CH2:22][CH2:21][CH2:20][O:19][C:9]1[CH:8]=[C:7]([CH:12]=[C:11]([C:13]2[C:17]([CH3:18])=[CH:16][S:15][CH:14]=2)[CH:10]=1)[C:6]([OH:48])=[O:5])=[O:44])[CH3:47], predict the reactants needed to synthesize it. The reactants are: C([O:5][C:6](=[O:48])[C:7]1[CH:12]=[C:11]([C:13]2[C:17]([CH3:18])=[CH:16][S:15][CH:14]=2)[CH:10]=[C:9]([O:19][CH2:20][CH2:21][CH2:22][CH2:23][CH2:24][CH2:25][C:26]2[CH:31]=[CH:30][CH:29]=[C:28]([O:32][CH2:33][CH2:34][CH2:35][C:36]([O:38][CH2:39][CH3:40])=[O:37])[C:27]=2[CH2:41][CH2:42][C:43]([O:45][CH2:46][CH3:47])=[O:44])[CH:8]=1)(C)(C)C. (10) The reactants are: [Si:1]([O:8][CH2:9][CH2:10][NH:11][C:12]1[CH:17]=[CH:16][C:15]([NH:18][CH2:19][C@@H:20]([OH:31])[CH2:21][NH:22][C:23]([C:25]2[S:26][C:27]([Cl:30])=[CH:28][CH:29]=2)=[O:24])=[CH:14][CH:13]=1)([C:4]([CH3:7])([CH3:6])[CH3:5])([CH3:3])[CH3:2].C1C[O:35][CH2:34]C1. Given the product [Si:1]([O:8][CH2:9][CH2:10][NH:11][C:12]1[CH:17]=[CH:16][C:15]([N:18]2[CH2:19][C@H:20]([CH2:21][NH:22][C:23]([C:25]3[S:26][C:27]([Cl:30])=[CH:28][CH:29]=3)=[O:24])[O:31][C:34]2=[O:35])=[CH:14][CH:13]=1)([C:4]([CH3:7])([CH3:6])[CH3:5])([CH3:3])[CH3:2], predict the reactants needed to synthesize it.